Task: Predict the product of the given reaction.. Dataset: Forward reaction prediction with 1.9M reactions from USPTO patents (1976-2016) (1) The product is: [O-:3][C:2]([CH:4]([C:6]1[CH:7]=[CH:8][C:9]([CH2:10][CH:11]([CH3:12])[CH3:13])=[CH:14][CH:15]=1)[CH3:5])=[O:1].[Sr+2:25].[O-:3][C:2]([CH:4]([C:6]1[CH:7]=[CH:8][C:9]([CH2:10][CH:11]([CH3:12])[CH3:13])=[CH:14][CH:15]=1)[CH3:5])=[O:1]. Given the reactants [OH:1][C:2]([CH:4]([C:6]1[CH:15]=[CH:14][C:9]([CH2:10][CH:11]([CH3:13])[CH3:12])=[CH:8][CH:7]=1)[CH3:5])=[O:3].[OH-].[Na+].O.O.O.O.O.O.[Cl-].[Sr+2:25].[Cl-], predict the reaction product. (2) Given the reactants [H-].[Na+].[CH2:3]([C:5]1[CH:6]=[C:7]([CH:12]=[CH:13][C:14]=1[NH:15][C:16]1[N:21]=[CH:20][C:19]2[N:22]=[CH:23][N:24]([CH3:25])[C:18]=2[CH:17]=1)[C:8]([O:10][CH3:11])=[O:9])[CH3:4].I[CH3:27], predict the reaction product. The product is: [CH2:3]([C:5]1[CH:6]=[C:7]([CH:12]=[CH:13][C:14]=1[N:15]([CH3:27])[C:16]1[N:21]=[CH:20][C:19]2[N:22]=[CH:23][N:24]([CH3:25])[C:18]=2[CH:17]=1)[C:8]([O:10][CH3:11])=[O:9])[CH3:4]. (3) Given the reactants [NH2:1][C:2]1[C:7]([Cl:8])=[C:6]([CH3:9])[N:5]=[C:4]([CH3:10])[N:3]=1.[H-].[Na+].[CH2:13]([O:20][C:21]1[CH:28]=[CH:27][C:24]([CH2:25]Cl)=[CH:23][CH:22]=1)[C:14]1[CH:19]=[CH:18][CH:17]=[CH:16][CH:15]=1.O, predict the reaction product. The product is: [ClH:8].[CH2:13]([O:20][C:21]1[CH:22]=[CH:23][C:24]([CH2:25][NH:1][C:2]2[C:7]([Cl:8])=[C:6]([CH3:9])[N:5]=[C:4]([CH3:10])[N:3]=2)=[CH:27][CH:28]=1)[C:14]1[CH:15]=[CH:16][CH:17]=[CH:18][CH:19]=1. (4) The product is: [CH2:1]([O:8][C:9]([N:11]1[CH2:12][CH2:13][CH:14]([C:17]2[S:18][CH:19]=[C:20]([C:22]([N:58]3[CH2:64][CH2:63][CH2:62][CH2:61][CH2:60][CH2:59]3)=[O:23])[CH:21]=2)[CH2:15][CH2:16]1)=[O:10])[C:2]1[CH:7]=[CH:6][CH:5]=[CH:4][CH:3]=1. Given the reactants [CH2:1]([O:8][C:9]([N:11]1[CH2:16][CH2:15][CH:14]([C:17]2[S:18][CH:19]=[C:20]([C:22](O)=[O:23])[CH:21]=2)[CH2:13][CH2:12]1)=[O:10])[C:2]1[CH:7]=[CH:6][CH:5]=[CH:4][CH:3]=1.CCN(C(C)C)C(C)C.CN(C(ON1N=NC2C=CC=NC1=2)=[N+](C)C)C.F[P-](F)(F)(F)(F)F.[NH:58]1[CH2:64][CH2:63][CH2:62][CH2:61][CH2:60][CH2:59]1, predict the reaction product. (5) Given the reactants [F:1][C:2]1[CH:3]=[CH:4][CH:5]=[C:6]2[C:10]=1[NH:9][N:8]=[C:7]2[C:11]1[CH:16]=[CH:15][C:14]([O:17][CH3:18])=[CH:13][C:12]=1[CH3:19].[H-].[Na+].I[CH2:23][CH2:24][CH3:25], predict the reaction product. The product is: [F:1][C:2]1[C:10]2[C:6](=[C:7]([C:11]3[CH:16]=[CH:15][C:14]([O:17][CH3:18])=[CH:13][C:12]=3[CH3:19])[N:8]([CH2:23][CH2:24][CH3:25])[N:9]=2)[CH:5]=[CH:4][CH:3]=1.